Dataset: Full USPTO retrosynthesis dataset with 1.9M reactions from patents (1976-2016). Task: Predict the reactants needed to synthesize the given product. (1) Given the product [Cl:12][C:9]1[CH:8]=[CH:7][CH:6]=[C:5]2[C:10]=1[CH:11]=[C:2]([N:27]1[CH2:26][CH2:25][N:24]([CH2:23][CH2:22][CH2:21][CH2:20][N:14]3[CH2:15][CH2:16][CH2:17][CH2:18][CH2:19]3)[CH2:29][CH2:28]1)[NH:3][C:4]2=[O:13], predict the reactants needed to synthesize it. The reactants are: Cl[C:2]1[NH:3][C:4](=[O:13])[C:5]2[C:10]([CH:11]=1)=[C:9]([Cl:12])[CH:8]=[CH:7][CH:6]=2.[N:14]1([CH2:20][CH2:21][CH2:22][CH2:23][N:24]2[CH2:29][CH2:28][NH:27][CH2:26][CH2:25]2)[CH2:19][CH2:18][CH2:17][CH2:16][CH2:15]1. (2) Given the product [CH:15]([N:11]1[CH2:12][CH2:13][CH2:14][N:8]([C:5]2[N:6]=[N:7][C:2]([C:22]3[CH:23]=[CH:24][C:19]([NH2:18])=[CH:20][CH:21]=3)=[CH:3][CH:4]=2)[CH2:9][CH2:10]1)([CH3:17])[CH3:16], predict the reactants needed to synthesize it. The reactants are: Cl[C:2]1[N:7]=[N:6][C:5]([N:8]2[CH2:14][CH2:13][CH2:12][N:11]([CH:15]([CH3:17])[CH3:16])[CH2:10][CH2:9]2)=[CH:4][CH:3]=1.[NH2:18][C:19]1[CH:24]=[CH:23][C:22](B(O)O)=[CH:21][CH:20]=1.B1(C2C=CC(N)=CC=2)OC(C)(C)C(C)(C)O1. (3) Given the product [O:25]1[C:34]2[C:29](=[N:30][C:31]([CH2:35][NH:22][C:17]34[CH2:20][CH2:21][C:14]([CH2:13][CH2:12][C:11]5[C:10]6[C:5](=[CH:6][CH:7]=[C:8]([O:23][CH3:24])[N:9]=6)[N:4]=[CH:3][C:2]=5[F:1])([CH2:19][CH2:18]3)[O:15][CH2:16]4)=[CH:32][CH:33]=2)[O:28][CH2:27][CH2:26]1, predict the reactants needed to synthesize it. The reactants are: [F:1][C:2]1[CH:3]=[N:4][C:5]2[C:10]([C:11]=1[CH2:12][CH2:13][C:14]13[CH2:21][CH2:20][C:17]([NH2:22])([CH2:18][CH2:19]1)[CH2:16][O:15]3)=[N:9][C:8]([O:23][CH3:24])=[CH:7][CH:6]=2.[O:25]1[C:34]2[C:29](=[N:30][C:31]([CH:35]=O)=[CH:32][CH:33]=2)[O:28][CH2:27][CH2:26]1.C(O[BH-](OC(=O)C)OC(=O)C)(=O)C.[Na+].Cl. (4) Given the product [CH2:22]([O:26][CH2:27][CH2:28][O:29][C:30]1[CH:31]=[CH:32][C:33]([C:2]2[CH:3]=[CH:4][C:5]([N:17]3[CH2:21][CH2:20][CH2:19][CH2:18]3)=[C:6](/[CH:8]=[C:9](\[CH2:15][CH3:16])/[C:10]([O:12][CH2:13][CH3:14])=[O:11])[CH:7]=2)=[CH:34][CH:35]=1)[CH2:23][CH2:24][CH3:25], predict the reactants needed to synthesize it. The reactants are: Br[C:2]1[CH:3]=[CH:4][C:5]([N:17]2[CH2:21][CH2:20][CH2:19][CH2:18]2)=[C:6](/[CH:8]=[C:9](\[CH2:15][CH3:16])/[C:10]([O:12][CH2:13][CH3:14])=[O:11])[CH:7]=1.[CH2:22]([O:26][CH2:27][CH2:28][O:29][C:30]1[CH:35]=[CH:34][C:33](OB(O)O)=[CH:32][CH:31]=1)[CH2:23][CH2:24][CH3:25].C(=O)([O-])[O-].[K+].[K+].